From a dataset of Reaction yield outcomes from USPTO patents with 853,638 reactions. Predict the reaction yield, written as a fraction of the theoretical maximum amount of product (1.0 means a 100% yield; for example, 0.34 means a 34% yield). (1) The reactants are Br[C:2]1[C:3](=[O:17])[C:4]([CH3:16])([CH3:15])[O:5][C:6]=1[C:7]1[CH:12]=[CH:11][C:10]([O:13][CH3:14])=[CH:9][CH:8]=1.CC1(C)C(C)(C)OB([C:26]2[CH:43]=[CH:42][C:29]([O:30][CH2:31][C:32]3[CH:41]=[CH:40][C:39]4[C:34](=[CH:35][CH:36]=[CH:37][CH:38]=4)[N:33]=3)=[CH:28][CH:27]=2)O1.C([O-])([O-])=O.[Cs+].[Cs+]. The catalyst is C1(C)C=CC=CC=1.O.C1C=CC(P(C2C=CC=CC=2)[C-]2C=CC=C2)=CC=1.C1C=CC(P(C2C=CC=CC=2)[C-]2C=CC=C2)=CC=1.Cl[Pd]Cl.[Fe+2]. The product is [CH3:14][O:13][C:10]1[CH:11]=[CH:12][C:7]([C:6]2[O:5][C:4]([CH3:16])([CH3:15])[C:3](=[O:17])[C:2]=2[C:26]2[CH:27]=[CH:28][C:29]([O:30][CH2:31][C:32]3[CH:41]=[CH:40][C:39]4[C:34](=[CH:35][CH:36]=[CH:37][CH:38]=4)[N:33]=3)=[CH:42][CH:43]=2)=[CH:8][CH:9]=1. The yield is 0.740. (2) The reactants are Br[C:2]1[CH:3]=[CH:4][C:5]2[NH:6][C:7]3[C:12]([C:13]=2[CH:14]=1)=[CH:11][CH:10]=[CH:9][CH:8]=3.[B:15]1([B:15]2[O:19][C:18]([CH3:21])([CH3:20])[C:17]([CH3:23])([CH3:22])[O:16]2)[O:19][C:18]([CH3:21])([CH3:20])[C:17]([CH3:23])([CH3:22])[O:16]1.CC([O-])=O.[K+].N. The catalyst is CN(C=O)C. The product is [CH3:22][C:17]1([CH3:23])[C:18]([CH3:21])([CH3:20])[O:19][B:15]([C:2]2[CH:3]=[CH:4][C:5]3[NH:6][C:7]4[C:12]([C:13]=3[CH:14]=2)=[CH:11][CH:10]=[CH:9][CH:8]=4)[O:16]1. The yield is 0.690.